This data is from Peptide-MHC class I binding affinity with 185,985 pairs from IEDB/IMGT. The task is: Regression. Given a peptide amino acid sequence and an MHC pseudo amino acid sequence, predict their binding affinity value. This is MHC class I binding data. (1) The peptide sequence is IWGRKSWPLN. The MHC is HLA-A30:01 with pseudo-sequence HLA-A30:01. The binding affinity (normalized) is 0.295. (2) The peptide sequence is LLYFILFFV. The MHC is HLA-A02:06 with pseudo-sequence HLA-A02:06. The binding affinity (normalized) is 0.425. (3) The peptide sequence is SMRSRARHI. The MHC is HLA-B18:01 with pseudo-sequence HLA-B18:01. The binding affinity (normalized) is 0.0847. (4) The peptide sequence is LVAPHMAMM. The MHC is HLA-B57:01 with pseudo-sequence HLA-B57:01. The binding affinity (normalized) is 0.350. (5) The peptide sequence is SEIQLQRLC. The MHC is HLA-B44:02 with pseudo-sequence HLA-B44:02. The binding affinity (normalized) is 0.477. (6) The peptide sequence is QEHDCLQIV. The MHC is HLA-B40:01 with pseudo-sequence HLA-B40:01. The binding affinity (normalized) is 0.326.